This data is from Catalyst prediction with 721,799 reactions and 888 catalyst types from USPTO. The task is: Predict which catalyst facilitates the given reaction. (1) Reactant: C([O:3][C:4](=[O:37])[C:5]1[CH:10]=[C:9]([CH3:11])[C:8]([N:12]2[CH2:17][CH2:16][N:15]([C:18]3[CH:23]=[C:22]([N:24]4[CH2:29][CH2:28][CH2:27][CH2:26][CH2:25]4)[N:21]=[C:20]([N:30]4[CH2:34][CH2:33][CH2:32][CH:31]4[CH3:35])[N:19]=3)[C@H:14]([CH3:36])[CH2:13]2)=[N:7][CH:6]=1)C.O.O[Li].O.CCO. Product: [CH3:11][C:9]1[C:8]([N:12]2[CH2:17][CH2:16][N:15]([C:18]3[CH:23]=[C:22]([N:24]4[CH2:29][CH2:28][CH2:27][CH2:26][CH2:25]4)[N:21]=[C:20]([N:30]4[CH2:34][CH2:33][CH2:32][CH:31]4[CH3:35])[N:19]=3)[C@H:14]([CH3:36])[CH2:13]2)=[N:7][CH:6]=[C:5]([CH:10]=1)[C:4]([OH:37])=[O:3]. The catalyst class is: 1. (2) Reactant: Br[C:2]1[O:3][C:4]([C:7]([O:9][CH2:10][CH3:11])=[O:8])=[CH:5][N:6]=1.[CH:12]1(B(O)O)[CH2:14][CH2:13]1.C1(C)C=CC=CC=1.P([O-])([O-])([O-])=O.[K+].[K+].[K+]. Product: [CH:12]1([C:2]2[O:3][C:4]([C:7]([O:9][CH2:10][CH3:11])=[O:8])=[CH:5][N:6]=2)[CH2:14][CH2:13]1. The catalyst class is: 6. (3) Reactant: [Br-].Cl[C:3]1[C:12]2[C:7](=[CH:8][CH:9]=[CH:10][C:11]=2[CH2:13][N+](CC)(CC)CC)[N:6]=[CH:5][N:4]=1.[F:21][C:22]1[CH:23]=[C:24]([CH:36]=[CH:37][CH:38]=1)[CH2:25][N:26]1[C:34]2[C:29](=[CH:30][C:31]([NH2:35])=[CH:32][CH:33]=2)[CH:28]=[N:27]1.[N:39]([C@@H:42]1[CH2:47][CH2:46][NH:45][CH2:44][C@H:43]1[OH:48])=[N+:40]=[N-:41]. Product: [F:21][C:22]1[CH:23]=[C:24]([CH:36]=[CH:37][CH:38]=1)[CH2:25][N:26]1[C:34]2[C:29](=[CH:30][C:31]([NH:35][C:3]3[C:12]4[C:7](=[CH:8][CH:9]=[CH:10][C:11]=4[CH2:13][N:45]4[CH2:46][CH2:47][C@@H:42]([N:39]=[N+:40]=[N-:41])[C@H:43]([OH:48])[CH2:44]4)[N:6]=[CH:5][N:4]=3)=[CH:32][CH:33]=2)[CH:28]=[N:27]1. The catalyst class is: 23. (4) Reactant: [NH2:1][C:2]1[CH:7]=[C:6]([C:8]([O:10][CH3:11])=[O:9])[CH:5]=[CH:4][C:3]=1[NH:12][C:13]1[CH:22]=[C:21]([Cl:23])[CH:20]=[CH:19][C:14]=1[C:15](OC)=[O:16]. Product: [Cl:23][C:21]1[CH:20]=[CH:19][C:14]2[C:15](=[O:16])[NH:1][C:2]3[CH:7]=[C:6]([C:8]([O:10][CH3:11])=[O:9])[CH:5]=[CH:4][C:3]=3[NH:12][C:13]=2[CH:22]=1. The catalyst class is: 209. (5) Reactant: [F:1][C:2]1[CH:3]=[CH:4][CH:5]=[C:6]2[C:10]=1[NH:9][C:8](=[O:11])[C:7]2=[O:12].I[CH2:14][CH2:15][CH3:16].C(=O)([O-])[O-].[K+].[K+]. Product: [F:1][C:2]1[CH:3]=[CH:4][CH:5]=[C:6]2[C:10]=1[N:9]([CH:15]([CH3:16])[CH3:14])[C:8](=[O:11])[C:7]2=[O:12]. The catalyst class is: 39.